This data is from Reaction yield outcomes from USPTO patents with 853,638 reactions. The task is: Predict the reaction yield, written as a fraction of the theoretical maximum amount of product (1.0 means a 100% yield; for example, 0.34 means a 34% yield). (1) The reactants are [NH2:1][C:2]1[CH:27]=[CH:26][C:5]([O:6][C:7]2[CH:12]=[CH:11][N:10]=[C:9]([NH:13][C:14]([N:16]3[CH2:21][CH2:20][CH:19]([CH2:22][N:23]([CH3:25])[CH3:24])[CH2:18][CH2:17]3)=[O:15])[CH:8]=2)=[CH:4][C:3]=1Cl. The catalyst is CO.[C].[Pd]. The product is [NH2:1][C:2]1[CH:27]=[CH:26][C:5]([O:6][C:7]2[CH:12]=[CH:11][N:10]=[C:9]([NH:13][C:14]([N:16]3[CH2:21][CH2:20][CH:19]([CH2:22][N:23]([CH3:24])[CH3:25])[CH2:18][CH2:17]3)=[O:15])[CH:8]=2)=[CH:4][CH:3]=1. The yield is 0.710. (2) The reactants are C(O[C:6]([N:8]1[CH2:13][CH2:12][N:11]([C:14]2[C:19]([N+:20]([O-:22])=[O:21])=[CH:18][CH:17]=[CH:16][C:15]=2[N+:23]([O-:25])=[O:24])[CH2:10][CH2:9]1)=O)(C)(C)C.FC(F)(F)C(O)=O.[CH3:33][S:34]([N:37]1[CH2:42][CH2:41][C:40]2[N:43]([CH2:56][CH:57]3C[O:58]3)[N:44]=[C:45]([C:46]3[CH:51]=[CH:50][C:49]([C:52]([F:55])([F:54])[F:53])=[CH:48][CH:47]=3)[C:39]=2[CH2:38]1)(=[O:36])=[O:35]. The catalyst is C(Cl)Cl. The product is [N+:23]([C:15]1[CH:16]=[CH:17][CH:18]=[C:19]([N+:20]([O-:22])=[O:21])[C:14]=1[N:11]1[CH2:10][CH2:9][N:8]([CH2:6][CH:57]([OH:58])[CH2:56][N:43]2[C:40]3[CH2:41][CH2:42][N:37]([S:34]([CH3:33])(=[O:36])=[O:35])[CH2:38][C:39]=3[C:45]([C:46]3[CH:51]=[CH:50][C:49]([C:52]([F:54])([F:55])[F:53])=[CH:48][CH:47]=3)=[N:44]2)[CH2:13][CH2:12]1)([O-:25])=[O:24]. The yield is 0.850. (3) The yield is 0.260. The reactants are [C:1]([O:5][C:6](=[O:36])[NH:7][C:8]1([C:12]2[CH:17]=[CH:16][C:15]([C:18]3[C:27](=[O:28])[C:26]4[C:21](=[CH:22][CH:23]=[C:24](F)[CH:25]=4)[O:20][C:19]=3C3C=CC=CC=3)=[CH:14][CH:13]=2)[CH2:11][CH2:10][CH2:9]1)([CH3:4])([CH3:3])[CH3:2].[F:37][C:38]1[CH:47]=[CH:46][CH:45]=[C:44]2[C:39]=1C(=O)C(I)=C(C1C=CC=CC=1)O2. No catalyst specified. The product is [C:1]([O:5][C:6](=[O:36])[NH:7][C:8]1([C:12]2[CH:17]=[CH:16][C:15]([C:18]3[C:19](=[O:20])[C:47]4[C:46](=[CH:45][CH:44]=[CH:39][C:38]=4[F:37])[O:28][C:27]=3[C:26]3[CH:21]=[CH:22][CH:23]=[CH:24][CH:25]=3)=[CH:14][CH:13]=2)[CH2:9][CH2:10][CH2:11]1)([CH3:4])([CH3:2])[CH3:3]. (4) The reactants are OC1C=C(N[C:9]2[N:14]=[C:13]([NH:15][C:16]3[CH:21]=[CH:20][CH:19]=[C:18]([OH:22])[CH:17]=3)[C:12]([F:23])=[CH:11][N:10]=2)C=CC=1.[OH:24][C:25]1[C:26]([CH3:32])=[C:27]([CH:29]=[CH:30][CH:31]=1)[NH2:28].Cl[C:34]1N=C(Cl)C(F)=CN=1. No catalyst specified. The product is [OH:24][C:25]1[C:26]([CH3:32])=[C:27]([NH:28][C:9]2[N:14]=[C:13]([NH:15][C:16]3[CH:21]=[CH:20][CH:19]=[C:18]([OH:22])[C:17]=3[CH3:34])[C:12]([F:23])=[CH:11][N:10]=2)[CH:29]=[CH:30][CH:31]=1. The yield is 0.880. (5) The reactants are [Cl:1][C:2]([Cl:7])([Cl:6])[C:3](O)=[O:4].ClC(Cl)(Cl)C([O-])=O.[Na+].[CH3:16][N:17]1[CH2:22][CH2:21][N:20]([C:23]2[CH:30]=[CH:29][C:26](C=O)=[CH:25][CH:24]=2)[CH2:19][CH2:18]1. The catalyst is CN(C)C=O. The product is [Cl:1][C:2]([Cl:7])([Cl:6])[CH:3]([C:26]1[CH:25]=[CH:24][C:23]([N:20]2[CH2:21][CH2:22][N:17]([CH3:16])[CH2:18][CH2:19]2)=[CH:30][CH:29]=1)[OH:4]. The yield is 0.820.